From a dataset of Catalyst prediction with 721,799 reactions and 888 catalyst types from USPTO. Predict which catalyst facilitates the given reaction. (1) Reactant: [H-].[Na+].CI.[OH:5][C:6]([C:9]1[N:14]=[C:13]([C:15]([F:18])([F:17])[F:16])[N:12]=[C:11]([C:19]([OH:21])=[O:20])[CH:10]=1)([CH3:8])[CH3:7].[CH3:22]N(C)C=O.O.[OH-].[Li+].Cl. Product: [CH3:22][O:5][C:6]([C:9]1[N:14]=[C:13]([C:15]([F:18])([F:16])[F:17])[N:12]=[C:11]([C:19]([OH:21])=[O:20])[CH:10]=1)([CH3:7])[CH3:8]. The catalyst class is: 6. (2) Reactant: [CH2:1]([O:3][C:4]([C:6]1[N:7]([CH2:33]C=C)[CH:8]=[C:9]([C:11]([C:17]2[CH:18]=[C:19]3[C:23](=[CH:24][CH:25]=2)[N:22]([C:26]2[CH:31]=[CH:30][C:29]([F:32])=[CH:28][CH:27]=2)[N:21]=[CH:20]3)([OH:16])[C:12]([F:15])([F:14])[F:13])[CH:10]=1)=[O:5])[CH3:2].[O-:36][Mn](=O)(=O)=O.[K+]. Product: [OH:36][CH2:2][CH:1]1[O:3][C:4](=[O:5])[C:6]2=[CH:10][C:9]([C:11]([C:17]3[CH:18]=[C:19]4[C:23](=[CH:24][CH:25]=3)[N:22]([C:26]3[CH:31]=[CH:30][C:29]([F:32])=[CH:28][CH:27]=3)[N:21]=[CH:20]4)([OH:16])[C:12]([F:15])([F:13])[F:14])=[CH:8][N:7]2[CH2:33]1. The catalyst class is: 95. (3) Reactant: C(N(CC)C(C)C)(C)C.[NH2:10][C:11]1[C:19]2[C:14](=[CH:15][CH:16]=[CH:17][CH:18]=2)[NH:13][N:12]=1.Cl[C:21]1[C:26]([C:27]([O:29][CH2:30][CH3:31])=[O:28])=[CH:25][N:24]=[C:23]([S:32][CH3:33])[N:22]=1. Product: [NH:13]1[C:14]2[C:19](=[CH:18][CH:17]=[CH:16][CH:15]=2)[C:11]([NH:10][C:25]2[C:26]([C:27]([O:29][CH2:30][CH3:31])=[O:28])=[CH:21][N:22]=[C:23]([S:32][CH3:33])[N:24]=2)=[N:12]1. The catalyst class is: 7.